From a dataset of Full USPTO retrosynthesis dataset with 1.9M reactions from patents (1976-2016). Predict the reactants needed to synthesize the given product. (1) The reactants are: [CH:1]1([CH2:4][O:5][C:6]2[C:11]([N:12]3[CH2:15][C:14]([F:17])([F:16])[CH2:13]3)=[CH:10][N:9]=[C:8]([C:18]([OH:20])=O)[CH:7]=2)[CH2:3][CH2:2]1.[NH2:21][C:22]1([CH2:26][C:27]([NH2:29])=[O:28])[CH2:25][O:24][CH2:23]1. Given the product [NH2:29][C:27](=[O:28])[CH2:26][C:22]1([NH:21][C:18]([C:8]2[CH:7]=[C:6]([O:5][CH2:4][CH:1]3[CH2:2][CH2:3]3)[C:11]([N:12]3[CH2:13][C:14]([F:16])([F:17])[CH2:15]3)=[CH:10][N:9]=2)=[O:20])[CH2:25][O:24][CH2:23]1, predict the reactants needed to synthesize it. (2) Given the product [F:8][C:6]1[CH:5]=[CH:4][C:3]([C:9]2[N:14]=[CH:13][N:12]=[C:11]([NH:15][C:16]3[CH:31]=[CH:30][CH:29]=[C:18]([CH2:19][S:20]([CH3:22])(=[NH:23])=[O:21])[CH:17]=3)[N:10]=2)=[C:2]([O:38][CH2:37][C:34]2[CH:35]=[CH:36][O:32][N:33]=2)[CH:7]=1, predict the reactants needed to synthesize it. The reactants are: F[C:2]1[CH:7]=[C:6]([F:8])[CH:5]=[CH:4][C:3]=1[C:9]1[N:14]=[CH:13][N:12]=[C:11]([NH:15][C:16]2[CH:17]=[C:18]([CH:29]=[CH:30][CH:31]=2)[CH2:19][S:20](=[N:23]C(=O)OCC)([CH3:22])=[O:21])[N:10]=1.[O:32]1[CH:36]=[CH:35][C:34]([CH2:37][OH:38])=[N:33]1. (3) Given the product [CH2:11]([C@H:13]1[N:17]2[S:20](=[O:22])(=[O:21])[O:19][CH2:18][C@@H:16]2[CH2:15][CH2:14]1)[CH3:12], predict the reactants needed to synthesize it. The reactants are: C(N(CC)CC)C.ClCCl.[CH2:11]([C@H:13]1[NH:17][C@H:16]([CH2:18][OH:19])[CH2:15][CH2:14]1)[CH3:12].[S:20](Cl)(Cl)(=[O:22])=[O:21]. (4) Given the product [C:1]([O:12][CH2:16][CH2:15][O:14][CH3:13])(=[O:11])/[CH:2]=[CH:3]/[CH2:4][CH2:5][CH2:6][CH2:7][CH2:8][CH2:9][CH3:10], predict the reactants needed to synthesize it. The reactants are: [C:1]([OH:12])(=[O:11])/[CH:2]=[CH:3]/[CH2:4][CH2:5][CH2:6][CH2:7][CH2:8][CH2:9][CH3:10].[CH3:13][O:14][CH2:15][CH2:16]O. (5) Given the product [Br:1][C:2]1[CH:7]=[CH:6][C:5]([NH:8][C:15](=[O:16])[CH:14]=[C:13]([CH3:18])[CH3:12])=[CH:4][C:3]=1[CH3:9], predict the reactants needed to synthesize it. The reactants are: [Br:1][C:2]1[CH:7]=[CH:6][C:5]([NH2:8])=[CH:4][C:3]=1[CH3:9].[OH-].[Na+].[CH3:12][C:13]([CH3:18])=[CH:14][C:15](Cl)=[O:16].